From a dataset of Full USPTO retrosynthesis dataset with 1.9M reactions from patents (1976-2016). Predict the reactants needed to synthesize the given product. (1) Given the product [ClH:5].[NH2:10][C:8]1[S:9][CH:1]=[C:2]([CH2:4][Cl:5])[N:7]=1, predict the reactants needed to synthesize it. The reactants are: [CH2:1](Cl)[C:2]([CH2:4][Cl:5])=O.[NH2:7][C:8]([NH2:10])=[S:9]. (2) Given the product [N:1]1([C:10]2[N:18]=[C:17]([NH:26][CH:20]3[CH2:25][CH2:24][CH2:23][CH2:22][CH2:21]3)[N:16]=[C:15]3[C:11]=2[N:12]=[CH:13][NH:14]3)[C:5]2[CH:6]=[CH:7][CH:8]=[CH:9][C:4]=2[N:3]=[CH:2]1, predict the reactants needed to synthesize it. The reactants are: [N:1]1([C:10]2[N:18]=[C:17](Cl)[N:16]=[C:15]3[C:11]=2[N:12]=[CH:13][NH:14]3)[C:5]2[CH:6]=[CH:7][CH:8]=[CH:9][C:4]=2[N:3]=[CH:2]1.[CH:20]1([NH2:26])[CH2:25][CH2:24][CH2:23][CH2:22][CH2:21]1. (3) Given the product [CH3:1][N:2]1[CH2:23][CH2:22][C:5]2[NH:6][C:7]3[C:8]([CH2:13][CH2:14][C:15]4[CH:16]=[N:17][C:18]([CH3:21])=[CH:19][CH:20]=4)=[CH:9][CH:10]=[CH:11][C:12]=3[C:4]=2[CH2:3]1, predict the reactants needed to synthesize it. The reactants are: [CH3:1][N:2]1[CH2:23][CH2:22][C:5]2[NH:6][C:7]3[C:8](/[CH:13]=[CH:14]/[C:15]4[CH:16]=[N:17][C:18]([CH3:21])=[CH:19][CH:20]=4)=[CH:9][CH:10]=[CH:11][C:12]=3[C:4]=2[CH2:3]1. (4) Given the product [Br:1][C:2]1[N:6]2[N:7]=[C:8]([N:15]3[CH2:16][CH2:17][CH2:18][N:12]([C:19]([O:21][C:22]([CH3:25])([CH3:24])[CH3:23])=[O:20])[CH2:13][CH2:14]3)[CH:9]=[CH:10][C:5]2=[N:4][CH:3]=1, predict the reactants needed to synthesize it. The reactants are: [Br:1][C:2]1[N:6]2[N:7]=[C:8](F)[CH:9]=[CH:10][C:5]2=[N:4][CH:3]=1.[N:12]1([C:19]([O:21][C:22]([CH3:25])([CH3:24])[CH3:23])=[O:20])[CH2:18][CH2:17][CH2:16][NH:15][CH2:14][CH2:13]1.CCN(C(C)C)C(C)C. (5) Given the product [CH3:44][O:43][C:28]1[CH:27]=[C:26]([CH2:25][C:24]([N:20]2[CH2:21][CH2:22][CH2:23][CH:19]2[CH2:18][NH:17][C@@H:14]2[CH2:15][CH2:16][C@H:11]([C:9]([OH:10])=[O:8])[CH2:12][CH2:13]2)=[O:45])[CH:31]=[CH:30][C:29]=1[NH:32][C:33]([NH:35][C:36]1[CH:41]=[CH:40][CH:39]=[CH:38][C:37]=1[CH3:42])=[O:34], predict the reactants needed to synthesize it. The reactants are: C([O:8][C:9]([C@H:11]1[CH2:16][CH2:15][C@@H:14]([NH:17][CH2:18][CH:19]2[CH2:23][CH2:22][CH2:21][N:20]2[C:24](=[O:45])[CH2:25][C:26]2[CH:31]=[CH:30][C:29]([NH:32][C:33]([NH:35][C:36]3[CH:41]=[CH:40][CH:39]=[CH:38][C:37]=3[CH3:42])=[O:34])=[C:28]([O:43][CH3:44])[CH:27]=2)[CH2:13][CH2:12]1)=[O:10])C1C=CC=CC=1.[OH-].[Na+]. (6) Given the product [F:1][C:2]1[CH:3]=[CH:4][C:5]([CH:8]2[CH2:13][CH2:12][N:11]([C:14]([O:16][C:17]([CH3:18])([CH3:20])[CH3:19])=[O:15])[CH2:10][CH:9]2[O:21][CH2:23][C:24]2[C:33]([O:34][CH3:35])=[CH:32][C:31]3[C:26](=[CH:27][CH:28]=[CH:29][CH:30]=3)[CH:25]=2)=[CH:6][CH:7]=1, predict the reactants needed to synthesize it. The reactants are: [F:1][C:2]1[CH:7]=[CH:6][C:5]([CH:8]2[CH2:13][CH2:12][N:11]([C:14]([O:16][C:17]([CH3:20])([CH3:19])[CH3:18])=[O:15])[CH2:10][CH:9]2[OH:21])=[CH:4][CH:3]=1.Br[CH2:23][C:24]1[C:33]([O:34][CH3:35])=[CH:32][C:31]2[C:26](=[CH:27][CH:28]=[CH:29][CH:30]=2)[CH:25]=1. (7) Given the product [C:1]([C:2]1[CH:7]=[CH:6][C:5]([C@H:24]([NH:28][C@@H:15]([C:16]([O:18][CH3:19])=[O:17])[CH3:20])[CH3:26])=[CH:4][CH:3]=1)#[N:8].[C:1]([C:2]1[CH:7]=[CH:6][C:5]([C@H:30]([NH:28][C@H:15]([C:16]([O:18][CH3:19])=[O:17])[CH3:20])[CH3:21])=[CH:4][CH:3]=1)#[N:8], predict the reactants needed to synthesize it. The reactants are: [C:1](#[N:8])[C:2]1[CH:7]=[CH:6][CH:5]=[CH:4][CH:3]=1.C(=O)(O)[O-].[Na+].Br[CH:15]([CH3:20])[C:16]([O:18][CH3:19])=[O:17].[CH3:21]CO[C:24]([CH3:26])=O.C[N:28]([CH:30]=O)C. (8) Given the product [NH3:3].[N:3]1[CH:2]=[CH:7][CH:6]=[C:5]([N:8]2[CH2:14][CH2:13][CH2:12][NH:11][CH2:10][CH2:9]2)[N:4]=1, predict the reactants needed to synthesize it. The reactants are: Cl[C:2]1[N:3]=[N:4][C:5]([N:8]2[CH2:14][CH2:13][CH2:12][NH:11][CH2:10][CH2:9]2)=[CH:6][CH:7]=1. (9) Given the product [C:2]([C:3]1[S:21][C:22](=[NH:23])[N:8]([CH2:9][CH:10]2[CH2:13][N:12]([C:14]([O:16][C:17]([CH3:20])([CH3:19])[CH3:18])=[O:15])[CH2:11]2)[CH:4]=1)([CH3:7])([CH3:6])[CH3:1], predict the reactants needed to synthesize it. The reactants are: [CH3:1][C:2]([CH3:7])([CH3:6])[CH2:3][CH:4]=O.[NH2:8][CH2:9][CH:10]1[CH2:13][N:12]([C:14]([O:16][C:17]([CH3:20])([CH3:19])[CH3:18])=[O:15])[CH2:11]1.[S-:21][C:22]#[N:23].[K+].II.S(S([O-])=O)([O-])(=O)=O.[Na+].[Na+]. (10) Given the product [CH3:13][N:9]([CH2:10][CH2:11][O:12][CH2:19][Sn:18]([CH2:14][CH2:15][CH2:16][CH3:17])([CH2:25][CH2:26][CH2:27][CH3:28])[CH2:21][CH2:22][CH2:23][CH3:24])[CH:3]1[CH2:8][CH2:7][CH2:6][CH2:5][CH2:4]1, predict the reactants needed to synthesize it. The reactants are: [H-].[Na+].[CH:3]1([N:9]([CH3:13])[CH2:10][CH2:11][OH:12])[CH2:8][CH2:7][CH2:6][CH2:5][CH2:4]1.[CH2:14]([Sn:18]([CH2:25][CH2:26][CH2:27][CH3:28])([CH2:21][CH2:22][CH2:23][CH3:24])[CH2:19]I)[CH2:15][CH2:16][CH3:17].O.